This data is from Forward reaction prediction with 1.9M reactions from USPTO patents (1976-2016). The task is: Predict the product of the given reaction. (1) Given the reactants C(OC([N:6]1[CH2:19][CH2:18][C:10]2[C:11]3[CH2:12][CH2:13][CH2:14][C:15]=3[CH:16]=[CH:17][C:9]=2[CH2:8][CH2:7]1)=O)C.[Si](I)(C)(C)C.CO, predict the reaction product. The product is: [CH2:12]1[C:11]2[C:10]3[CH2:18][CH2:19][NH:6][CH2:7][CH2:8][C:9]=3[CH:17]=[CH:16][C:15]=2[CH2:14][CH2:13]1. (2) Given the reactants [O:1]1[C:5]2[CH:6]=[CH:7][C:8]([CH:10]3[CH2:15][CH2:14][CH2:13][CH2:12][NH:11]3)=[CH:9][C:4]=2[O:3][CH2:2]1.C(=O)([O-])[O-].[K+].[K+].[I-].[K+].[CH2:24]([N:28]1[C:32]([CH2:33]Cl)=[C:31]([Cl:35])[N:30]=[C:29]1[C:36]1[C:41]([CH3:42])=[CH:40][CH:39]=[CH:38][C:37]=1[CH3:43])[CH2:25][CH2:26][CH3:27], predict the reaction product. The product is: [O:1]1[C:5]2[CH:6]=[CH:7][C:8]([CH:10]3[CH2:15][CH2:14][CH2:13][CH2:12][N:11]3[CH2:33][C:32]3[N:28]([CH2:24][CH2:25][CH2:26][CH3:27])[C:29]([C:36]4[C:37]([CH3:43])=[CH:38][CH:39]=[CH:40][C:41]=4[CH3:42])=[N:30][C:31]=3[Cl:35])=[CH:9][C:4]=2[O:3][CH2:2]1. (3) Given the reactants [NH2:1][C:2]1[CH:3]=[CH:4][C:5]2[S:9][N:8]=[C:7]([C:10]3[N:11]([CH3:15])[CH:12]=[CH:13][CH:14]=3)[C:6]=2[CH:16]=1.CN(C)[CH:19]1[N:24]=[C:23]([C:25]([F:28])([F:27])[F:26])[CH2:22][C:21](=[O:29])[O:20]1, predict the reaction product. The product is: [CH3:15][N:11]1[CH:12]=[CH:13][CH:14]=[C:10]1[C:7]1[C:6]2[CH:16]=[C:2]([N:1]3[C:21](=[O:29])[CH:22]=[C:23]([C:25]([F:28])([F:27])[F:26])[NH:24][C:19]3=[O:20])[CH:3]=[CH:4][C:5]=2[S:9][N:8]=1.